This data is from Forward reaction prediction with 1.9M reactions from USPTO patents (1976-2016). The task is: Predict the product of the given reaction. (1) Given the reactants C([O:8][C@@H:9]1[C@@H:47]([O:48]CC2C=CC=CC=2)[C@H:46]([O:56][C@@H:57]2[O:86][C@H:85]([CH2:87][F:88])[C@@H:76]([O:77]CC3C=CC=CC=3)[C@H:67]([O:68]CC3C=CC=CC=3)[C@H:58]2[O:59]CC2C=CC=CC=2)[C@@H:45]([CH2:89][F:90])[O:44][C@@H:10]1[O:11][C@H:12]1[C@H:16]([O:17]CC2C=CC=CC=2)[CH2:15][N:14](C(OCC2C=CC=CC=2)=O)[C@@H:13]1[CH2:35][O:36]CC1C=CC=CC=1)C1C=CC=CC=1.Cl, predict the reaction product. The product is: [F:88][CH2:87][C@H:85]1[O:86][C@@H:57]([O:56][C@@H:46]2[C@@H:45]([CH2:89][F:90])[O:44][C@H:10]([O:11][C@H:12]3[C@H:16]([OH:17])[CH2:15][NH:14][C@@H:13]3[CH2:35][OH:36])[C@H:9]([OH:8])[C@H:47]2[OH:48])[C@H:58]([OH:59])[C@@H:67]([OH:68])[C@@H:76]1[OH:77]. (2) Given the reactants [F:1][C:2]1[CH:19]=[CH:18][C:5]([C:6]([N:8]2[CH2:13][CH2:12][CH2:11][C@H:10]([C:14]([NH:16][OH:17])=[NH:15])[CH2:9]2)=[O:7])=[CH:4][CH:3]=1.[F:20][C:21]1[CH:22]=[CH:23][C:24]([C:27](O)=O)=[N:25][CH:26]=1.C1C=NC2N(O)N=NC=2C=1.CCN=C=NCCCN(C)C.Cl, predict the reaction product. The product is: [F:1][C:2]1[CH:19]=[CH:18][C:5]([C:6]([N:8]2[CH2:13][CH2:12][CH2:11][C@H:10]([C:14]3[N:15]=[C:27]([C:24]4[CH:23]=[CH:22][C:21]([F:20])=[CH:26][N:25]=4)[O:17][N:16]=3)[CH2:9]2)=[O:7])=[CH:4][CH:3]=1. (3) The product is: [CH2:1]([C:8]1[O:12][N:11]=[CH:10][C:9]=1[C:13]([N:47]1[CH2:51][CH2:50][CH:49]([C:52]2[CH:53]=[N:54][CH:55]=[CH:56][CH:57]=2)[CH2:48]1)=[O:15])[C:2]1[CH:3]=[CH:4][CH:5]=[CH:6][CH:7]=1. Given the reactants [CH2:1]([C:8]1[O:12][N:11]=[CH:10][C:9]=1[C:13]([OH:15])=O)[C:2]1[CH:7]=[CH:6][CH:5]=[CH:4][CH:3]=1.CN(C(ON1N=NC2C=CC=CC1=2)=[N+](C)C)C.[B-](F)(F)(F)F.C(N(C(C)C)C(C)C)C.[NH:47]1[CH2:51][CH2:50][CH:49]([C:52]2[CH:53]=[N:54][CH:55]=[CH:56][CH:57]=2)[CH2:48]1, predict the reaction product. (4) Given the reactants [C:1]([O:5][C:6]([N:8]1[CH2:13][CH2:12][N:11]([C:14]2[C:23]([O:24][CH3:25])=[C:22]3[C:17]([C:18](=[O:32])[C:19]([C:29]([OH:31])=[O:30])=[CH:20][N:21]3[CH:26]3[CH2:28][CH2:27]3)=[CH:16][C:15]=2[F:33])[CH2:10][CH:9]1[CH3:34])=[O:7])([CH3:4])([CH3:3])[CH3:2].[CH3:35][CH2:36][O:37][P:38]([O:53][CH2:54][CH3:55])([CH:40]([P:45]([O:50][CH2:51][CH3:52])([O:47][CH2:48][CH3:49])=[O:46])[CH2:41][CH2:42][CH2:43]I)=[O:39].C(=O)([O-])[O-].[K+].[K+], predict the reaction product. The product is: [C:1]([O:5][C:6]([N:8]1[CH2:13][CH2:12][N:11]([C:14]2[C:23]([O:24][CH3:25])=[C:22]3[C:17]([C:18](=[O:32])[C:19]([C:29]([O:31][CH2:43][CH2:42][CH2:41][CH:40]([P:45]([O:47][CH2:48][CH3:49])([O:50][CH2:51][CH3:52])=[O:46])[P:38]([O:37][CH2:36][CH3:35])([O:53][CH2:54][CH3:55])=[O:39])=[O:30])=[CH:20][N:21]3[CH:26]3[CH2:28][CH2:27]3)=[CH:16][C:15]=2[F:33])[CH2:10][CH:9]1[CH3:34])=[O:7])([CH3:4])([CH3:2])[CH3:3]. (5) Given the reactants [Br:1][C:2]1[CH:7]=[CH:6][C:5]([S:8](Cl)(=[O:10])=[O:9])=[C:4]([F:12])[CH:3]=1.[CH:13]([NH2:16])([CH3:15])[CH3:14], predict the reaction product. The product is: [Br:1][C:2]1[CH:7]=[CH:6][C:5]([S:8]([NH:16][CH:13]([CH3:15])[CH3:14])(=[O:10])=[O:9])=[C:4]([F:12])[CH:3]=1. (6) Given the reactants Br[C:2]1[CH:3]=[C:4]([CH:8]=[CH:9][N:10]=1)[C:5]([OH:7])=[O:6].C([O-])([O-])=O.[Na+].[Na+].[C:17]1(B(O)O)[CH:22]=[CH:21][CH:20]=[CH:19][CH:18]=1, predict the reaction product. The product is: [C:17]1([C:2]2[CH:3]=[C:4]([CH:8]=[CH:9][N:10]=2)[C:5]([OH:7])=[O:6])[CH:22]=[CH:21][CH:20]=[CH:19][CH:18]=1.